This data is from Forward reaction prediction with 1.9M reactions from USPTO patents (1976-2016). The task is: Predict the product of the given reaction. (1) Given the reactants [NH:1]1[C:9]2[C:4](=[CH:5][CH:6]=[CH:7][CH:8]=2)[CH:3]=[CH:2]1.Br[CH2:11][C:12]([O:14][C:15]([CH3:18])([CH3:17])[CH3:16])=[O:13], predict the reaction product. The product is: [C:15]([O:14][C:12](=[O:13])[CH2:11][N:1]1[C:9]2[C:4](=[CH:5][CH:6]=[CH:7][CH:8]=2)[CH:3]=[CH:2]1)([CH3:18])([CH3:17])[CH3:16]. (2) Given the reactants [CH:1]1([N:4]([CH3:26])[C:5]2[N:25]=[C:8]3[CH:9]=[C:10]([NH:13][C:14]([C:16]4[N:20]([CH3:21])[N:19]=[CH:18][C:17]=4[C:22]([OH:24])=O)=[O:15])[CH:11]=[CH:12][N:7]3[N:6]=2)[CH2:3][CH2:2]1.[NH:27]1[CH2:30][CH2:29][CH2:28]1, predict the reaction product. The product is: [CH:1]1([N:4]([CH3:26])[C:5]2[N:25]=[C:8]3[CH:9]=[C:10]([NH:13][C:14]([C:16]4[N:20]([CH3:21])[N:19]=[CH:18][C:17]=4[C:22]([N:27]4[CH2:30][CH2:29][CH2:28]4)=[O:24])=[O:15])[CH:11]=[CH:12][N:7]3[N:6]=2)[CH2:3][CH2:2]1. (3) The product is: [Cl:12][C:4]1[C:5]([O:10][CH3:11])=[CH:6][C:7]([O:8][CH3:9])=[C:2]([Cl:1])[C:3]=1[C:13]1[CH:14]=[C:15]2[C:20](=[CH:21][CH:22]=1)[N:19]=[C:18]([NH:23][C@@H:24]1[CH2:29][CH2:28][CH2:27][CH2:26][C@@H:25]1[NH2:30])[N:17]=[CH:16]2. Given the reactants [Cl:1][C:2]1[C:7]([O:8][CH3:9])=[CH:6][C:5]([O:10][CH3:11])=[C:4]([Cl:12])[C:3]=1[C:13]1[CH:14]=[C:15]2[C:20](=[CH:21][CH:22]=1)[N:19]=[C:18]([NH:23][C@@H:24]1[CH2:29][CH2:28][CH2:27][CH2:26][C@@H:25]1[NH:30]C(=O)OC(C)(C)C)[N:17]=[CH:16]2.C(O)(C(F)(F)F)=O, predict the reaction product. (4) Given the reactants [Cl:1][C:2]1[C:7]([Cl:8])=[CH:6][CH:5]=[CH:4][C:3]=1[OH:9].[Br:10]Br.[O-]S([O-])(=S)=O.[Na+].[Na+], predict the reaction product. The product is: [Br:10][C:6]1[CH:5]=[CH:4][C:3]([OH:9])=[C:2]([Cl:1])[C:7]=1[Cl:8]. (5) The product is: [F:1][C:2]([F:12])([F:11])[CH2:3][CH2:4][S:5][CH2:6][CH2:7][C:8]([Cl:15])=[O:9]. Given the reactants [F:1][C:2]([F:12])([F:11])[CH2:3][CH2:4][S:5][CH2:6][CH2:7][C:8](O)=[O:9].S(Cl)([Cl:15])=O, predict the reaction product. (6) Given the reactants OO[S:3]([O-:5])=[O:4].[K+].S([O-])(O[O-])(=O)=O.[K+].[K+].[CH3:15][CH:16]([N:18]1[CH2:23][C:22]2[CH:24]=[C:25](SC)[CH:26]=[CH:27][C:21]=2[NH:20][S:19]1(=[O:31])=[O:30])[CH3:17].[C:32](OCC)(=O)C, predict the reaction product. The product is: [CH3:15][CH:16]([N:18]1[CH2:23][C:22]2[CH:24]=[C:25]([S:3]([CH3:32])(=[O:5])=[O:4])[CH:26]=[CH:27][C:21]=2[NH:20][S:19]1(=[O:31])=[O:30])[CH3:17].